From a dataset of TCR-epitope binding with 47,182 pairs between 192 epitopes and 23,139 TCRs. Binary Classification. Given a T-cell receptor sequence (or CDR3 region) and an epitope sequence, predict whether binding occurs between them. (1) The epitope is VLAWLYAAV. The TCR CDR3 sequence is CASRRGTVYNEQFF. Result: 0 (the TCR does not bind to the epitope). (2) The epitope is SLFNTVATLY. The TCR CDR3 sequence is CATQTPDSRRETQYF. Result: 1 (the TCR binds to the epitope). (3) The epitope is KTWGQYWQV. The TCR CDR3 sequence is CASSRRGGGDTDTQYF. Result: 0 (the TCR does not bind to the epitope).